This data is from Reaction yield outcomes from USPTO patents with 853,638 reactions. The task is: Predict the reaction yield, written as a fraction of the theoretical maximum amount of product (1.0 means a 100% yield; for example, 0.34 means a 34% yield). (1) The reactants are [CH3:1][N:2]([CH3:36])[CH2:3][CH2:4][NH:5][C:6]([NH:8][C:9]1[CH:14]=[CH:13][C:12]([C:15]2[N:16]=[C:17]([N:30]3[CH2:35][CH2:34][O:33][CH2:32][CH2:31]3)[C:18]3[N:23]=[N:22][N:21]([CH:24]4[CH2:29][CH2:28][NH:27][CH2:26][CH2:25]4)[C:19]=3[N:20]=2)=[CH:11][CH:10]=1)=[O:7].[CH3:37][C:38]1[S:42][C:41]([CH:43]=O)=[CH:40][CH:39]=1.[BH-](OC(C)=O)(OC(C)=O)OC(C)=O.[Na+].CC(O)=O. The catalyst is C1COCC1. The product is [CH3:1][N:2]([CH3:36])[CH2:3][CH2:4][NH:5][C:6]([NH:8][C:9]1[CH:10]=[CH:11][C:12]([C:15]2[N:16]=[C:17]([N:30]3[CH2:35][CH2:34][O:33][CH2:32][CH2:31]3)[C:18]3[N:23]=[N:22][N:21]([CH:24]4[CH2:29][CH2:28][N:27]([CH2:43][C:41]5[S:42][C:38]([CH3:37])=[CH:39][CH:40]=5)[CH2:26][CH2:25]4)[C:19]=3[N:20]=2)=[CH:13][CH:14]=1)=[O:7]. The yield is 0.520. (2) The reactants are Cl.[Cl:2][C:3]1[C:11]2[C:6](=[CH:7][CH:8]=[CH:9][CH:10]=2)[N:5]([C:12]2[CH:19]=[CH:18][C:15]([CH2:16][NH2:17])=[CH:14][CH:13]=2)[C:4]=1[C:20]1[N:24]=[C:23]([CH3:25])[O:22][N:21]=1.[C:26]([O:30][C:31]([NH:33][C:34]1([C:37](O)=[O:38])[CH2:36][CH2:35]1)=[O:32])([CH3:29])([CH3:28])[CH3:27].CN(C(ON1N=NC2C=CC=CC1=2)=[N+](C)C)C.F[P-](F)(F)(F)(F)F.C(N(CC)C(C)C)(C)C. The catalyst is O.CS(C)=O. The product is [C:26]([O:30][C:31](=[O:32])[NH:33][C:34]1([C:37](=[O:38])[NH:17][CH2:16][C:15]2[CH:14]=[CH:13][C:12]([N:5]3[C:6]4[C:11](=[CH:10][CH:9]=[CH:8][CH:7]=4)[C:3]([Cl:2])=[C:4]3[C:20]3[N:24]=[C:23]([CH3:25])[O:22][N:21]=3)=[CH:19][CH:18]=2)[CH2:35][CH2:36]1)([CH3:29])([CH3:27])[CH3:28]. The yield is 0.677. (3) The catalyst is C1COCC1. The reactants are [CH2:1]([O:3][C:4]([C:6]1[CH:7]=[N:8][N:9]([C:11]2[N:15]([CH2:16][O:17][CH2:18][CH2:19][O:20][CH3:21])[C:14]3[CH:22]=[C:23]([Cl:27])[C:24]([NH2:26])=[CH:25][C:13]=3[N:12]=2)[CH:10]=1)=[O:5])[CH3:2].N[C:29]1C(Cl)=CC2NC(N3C=C(C(O)=O)C=N3)=NC=2[CH:30]=1.C(=O)CC.C(O[BH-](OC(=O)C)OC(=O)C)(=O)C.[Na+].C(O)(=O)C. The product is [CH2:1]([O:3][C:4]([C:6]1[CH:7]=[N:8][N:9]([C:11]2[N:15]([CH2:16][O:17][CH2:18][CH2:19][O:20][CH3:21])[C:14]3[CH:22]=[C:23]([Cl:27])[C:24]([NH:26][CH2:29][CH3:30])=[CH:25][C:13]=3[N:12]=2)[CH:10]=1)=[O:5])[CH3:2]. The yield is 0.540. (4) The catalyst is O.CN(C)C=O. The product is [CH2:12]([O:11][P:7]([CH2:6][C:5]1[CH:4]=[CH:3][C:2]([NH:1][C:31](=[O:32])[CH2:30][CH2:29][C:25]2[CH:26]=[N:27][O:28][C:24]=2[C:21]2[CH:22]=[CH:23][C:18]([Cl:17])=[CH:19][CH:20]=2)=[CH:16][CH:15]=1)([O:8][CH2:9][CH3:10])=[O:14])[CH3:13]. The reactants are [NH2:1][C:2]1[CH:16]=[CH:15][C:5]([CH2:6][P:7](=[O:14])([O:11][CH2:12][CH3:13])[O:8][CH2:9][CH3:10])=[CH:4][CH:3]=1.[Cl:17][C:18]1[CH:23]=[CH:22][C:21]([C:24]2[O:28][N:27]=[CH:26][C:25]=2[CH2:29][CH2:30][C:31](O)=[O:32])=[CH:20][CH:19]=1.O.ON1C2C=CC=CC=2N=N1.Cl.C(N=C=NCCCN(C)C)C. The yield is 0.920. (5) The reactants are [C:1]([O:7][CH2:8][CH3:9])(=[O:6])[CH2:2][C:3]([CH3:5])=O.[F:10][C:11]1[C:18]([F:19])=[CH:17][CH:16]=[CH:15][C:12]=1[CH:13]=O.[NH4+:20].[OH-:21]. The catalyst is CCO.C(Cl)Cl. The product is [F:10][C:11]1[C:18]([F:19])=[CH:17][CH:16]=[CH:15][C:12]=1[CH:13]1[C:2]([C:1]([O:7][CH2:8][CH3:9])=[O:6])=[C:3]([CH3:5])[NH:20][C:3]([CH3:5])=[C:2]1[C:1]([O:7][CH2:8][CH3:9])=[O:21]. The yield is 0.690. (6) The reactants are [Br:1][C:2]1[CH:16]=[CH:15][C:5]([N:6]([CH2:11][CH:12]([CH3:14])[CH3:13])[CH2:7][CH:8]([CH3:10])[CH3:9])=[C:4]([N+:17]([O-:19])=[O:18])[CH:3]=1.[Cl:20]N1C(=O)CCC1=O. The catalyst is CN(C=O)C. The product is [Br:1][C:2]1[CH:3]=[C:4]([N+:17]([O-:19])=[O:18])[C:5]([N:6]([CH2:7][CH:8]([CH3:9])[CH3:10])[CH2:11][CH:12]([CH3:14])[CH3:13])=[C:15]([Cl:20])[CH:16]=1. The yield is 0.470. (7) The reactants are [OH:1][C:2]1[CH:10]=[C:9]([C:11]([F:14])([F:13])[F:12])[CH:8]=[CH:7][C:3]=1[C:4]([OH:6])=[O:5].C(=O)([O-])[O-].[K+].[K+].[CH2:21](I)[CH3:22].[CH2:24](O)[CH3:25]. No catalyst specified. The product is [CH2:24]([O:5][C:4](=[O:6])[C:3]1[CH:7]=[CH:8][C:9]([C:11]([F:12])([F:13])[F:14])=[CH:10][C:2]=1[O:1][CH2:21][CH3:22])[CH3:25]. The yield is 0.740. (8) The reactants are Br[C:2]1[CH:3]=[N:4][C:5]([NH:8][C:9]2[CH:14]=[CH:13][CH:12]=[C:11]([N:15]3[CH2:20][CH2:19][N:18]([CH2:21][CH3:22])[CH2:17][CH2:16]3)[CH:10]=2)=[N:6][CH:7]=1.[CH3:23][O:24][C:25]1[CH:26]=[C:27]([CH:32]=[CH:33][C:34]=1/C=C/B1OC(C)(C)C(C)(C)O1)[C:28]([O:30][CH3:31])=[O:29].C([O-])([O-])=O.[K+].[K+].C(Cl)Cl.O1CCO[CH2:57][CH2:56]1. The catalyst is O. The product is [CH2:21]([N:18]1[CH2:19][CH2:20][N:15]([C:11]2[CH:10]=[C:9]([NH:8][C:5]3[N:4]=[CH:3][C:2](/[CH:56]=[CH:57]/[C:33]4[CH:32]=[C:27]([CH:26]=[C:25]([O:24][CH3:23])[CH:34]=4)[C:28]([O:30][CH3:31])=[O:29])=[CH:7][N:6]=3)[CH:14]=[CH:13][CH:12]=2)[CH2:16][CH2:17]1)[CH3:22]. The yield is 0.474.